Regression/Classification. Given a drug SMILES string, predict its absorption, distribution, metabolism, or excretion properties. Task type varies by dataset: regression for continuous measurements (e.g., permeability, clearance, half-life) or binary classification for categorical outcomes (e.g., BBB penetration, CYP inhibition). For this dataset (ppbr_az), we predict Y. From a dataset of Plasma protein binding rate (PPBR) regression data from AstraZeneca. (1) The molecule is CC(C)(C(=O)c1cccnc1)c1cccnc1. The Y is 11.2 %. (2) The Y is 96.7 %. The drug is Cc1cc([C@H](O)[C@](C)(OCc2ccc(-c3ccccc3)cc2)C(=O)NO)no1. (3) The compound is COCCC#Cc1cccc(C2(c3ccc(OC(F)F)cc3)N=C(N)N3CC(F)(F)CN=C32)c1. The Y is 97.7 %. (4) The compound is O=C(O)COc1cccc(C(=O)N2CCC(N3CCC(Oc4ccc(Cl)c(Cl)c4)CC3)CC2)c1. The Y is 98.7 %.